Dataset: Forward reaction prediction with 1.9M reactions from USPTO patents (1976-2016). Task: Predict the product of the given reaction. (1) Given the reactants [O:1]=[C:2]1[CH:6]([CH2:7][C:8](O)=[O:9])[S:5][CH:4]([C:11]2[CH:16]=[CH:15][CH:14]=[CH:13][CH:12]=2)[N:3]1[CH2:17][C:18]1[CH:23]=[CH:22][N:21]=[CH:20][CH:19]=1.[NH:24]1[CH2:29][CH2:28][CH:27]([N:30]2[C:34]3[CH:35]=[CH:36][CH:37]=[CH:38][C:33]=3[NH:32][C:31]2=[O:39])[CH2:26][CH2:25]1.CCN(C(C)C)C(C)C.CN(C(ON1N=NC2C=CC=NC1=2)=[N+](C)C)C.F[P-](F)(F)(F)(F)F, predict the reaction product. The product is: [O:1]=[C:2]1[CH:6]([CH2:7][C:8]([N:24]2[CH2:25][CH2:26][CH:27]([N:30]3[C:34]4[CH:35]=[CH:36][CH:37]=[CH:38][C:33]=4[NH:32][C:31]3=[O:39])[CH2:28][CH2:29]2)=[O:9])[S:5][CH:4]([C:11]2[CH:12]=[CH:13][CH:14]=[CH:15][CH:16]=2)[N:3]1[CH2:17][C:18]1[CH:23]=[CH:22][N:21]=[CH:20][CH:19]=1. (2) Given the reactants [NH2:1][C:2]([C:4]1[CH:5]=[N:6][C:7]2[C:12]([C:13]=1[NH:14][C:15]1[CH:16]=[C:17]([CH:25]=[CH:26][CH:27]=1)[C:18]([O:20]C(C)(C)C)=[O:19])=[CH:11][CH:10]=[C:9](Br)[CH:8]=2)=[O:3].B1(B2OC(C)(C)C(C)(C)O2)OC(C)(C)C(C)(C)O1.C([O-])(=O)C.[K+].Br[C:53]1[C:54]([O:59][CH2:60][CH3:61])=[N:55][NH:56][C:57]=1[CH3:58].C(=O)(O)[O-].[Na+].FC(F)(F)C(O)=O, predict the reaction product. The product is: [NH2:1][C:2]([C:4]1[CH:5]=[N:6][C:7]2[C:12]([C:13]=1[NH:14][C:15]1[CH:16]=[C:17]([CH:25]=[CH:26][CH:27]=1)[C:18]([OH:20])=[O:19])=[CH:11][CH:10]=[C:9]([C:53]1[C:57]([CH3:58])=[N:56][NH:55][C:54]=1[O:59][CH2:60][CH3:61])[CH:8]=2)=[O:3]. (3) Given the reactants [CH2:1]([N:3]1[CH:7]=[C:6]([CH3:8])[C:5]([C:9]([O:11]CC)=[O:10])=[N:4]1)[CH3:2].[OH-].[Na+].C(O)C.Cl, predict the reaction product. The product is: [CH2:1]([N:3]1[CH:7]=[C:6]([CH3:8])[C:5]([C:9]([OH:11])=[O:10])=[N:4]1)[CH3:2]. (4) Given the reactants [Cl:1][C:2]1[C:7]([C:8]2[CH:13]=[CH:12][CH:11]=[CH:10][CH:9]=2)=[N:6][N:5]=[C:4]2[N:14]([CH3:24])[N:15]=[C:16](C3C=CC=CC=3Cl)[C:3]=12.[Cl:25][C:26]1[CH:27]=[C:28]([CH:34]=[CH:35][CH:36]=1)C(CC#N)=O, predict the reaction product. The product is: [Cl:1][C:2]1[C:7]([C:8]2[CH:9]=[CH:10][CH:11]=[CH:12][CH:13]=2)=[N:6][N:5]=[C:4]2[N:14]([CH3:24])[N:15]=[C:16]([C:35]3[CH:34]=[CH:28][CH:27]=[C:26]([Cl:25])[CH:36]=3)[C:3]=12. (5) Given the reactants [N:1]1[CH:6]=[CH:5][CH:4]=[C:3]([CH2:7][CH2:8][OH:9])[CH:2]=1.C(N(CC)CC)C.[CH3:17][S:18](Cl)(=[O:20])=[O:19], predict the reaction product. The product is: [CH3:17][S:18]([O:9][CH2:8][CH2:7][C:3]1[CH:2]=[N:1][CH:6]=[CH:5][CH:4]=1)(=[O:20])=[O:19]. (6) Given the reactants C([O:5][C:6](=[O:26])[NH:7][C@H:8]([C:19]1[C:24]([Br:25])=[CH:23][CH:22]=[CH:21][N:20]=1)[C:9]1[CH:14]=[CH:13][C:12]([C:15]([F:18])([F:17])[F:16])=[CH:11][CH:10]=1)(C)(C)C.CCN(C(C)C)C(C)C.ClC(O[CH2:40][C:41]1[CH:46]=[CH:45][CH:44]=[CH:43][CH:42]=1)=O, predict the reaction product. The product is: [CH2:40]([O:5][C:6](=[O:26])[NH:7][C@H:8]([C:19]1[C:24]([Br:25])=[CH:23][CH:22]=[CH:21][N:20]=1)[C:9]1[CH:10]=[CH:11][C:12]([C:15]([F:17])([F:16])[F:18])=[CH:13][CH:14]=1)[C:41]1[CH:46]=[CH:45][CH:44]=[CH:43][CH:42]=1.